Task: Predict which catalyst facilitates the given reaction.. Dataset: Catalyst prediction with 721,799 reactions and 888 catalyst types from USPTO (1) Reactant: Br[C:2]1[CH:3]=[C:4]2[C:9](=[CH:10][C:11]=1[O:12][CH3:13])[N:8]=[CH:7][CH:6]=[C:5]2[NH:14][C:15]1[C:19]([CH3:20])=[C:18]([CH3:21])[NH:17][N:16]=1.[O:22]1[CH2:27][CH2:26][CH:25]([SH:28])[CH2:24][CH2:23]1.CC(C)([O-])C.[K+].O(C1C=CC=CC=1P(C1C=CC=CC=1)C1C=CC=CC=1)C1C=CC=CC=1P(C1C=CC=CC=1)C1C=CC=CC=1. Product: [CH3:20][C:19]1[C:15]([NH:14][C:5]2[C:4]3[C:9](=[CH:10][C:11]([O:12][CH3:13])=[C:2]([S:28][CH:25]4[CH2:26][CH2:27][O:22][CH2:23][CH2:24]4)[CH:3]=3)[N:8]=[CH:7][CH:6]=2)=[N:16][NH:17][C:18]=1[CH3:21]. The catalyst class is: 3. (2) Reactant: [OH:1][C:2]1[C:11]2[C:6](=[CH:7][CH:8]=[C:9]([C:12]([O:14][CH3:15])=[O:13])[CH:10]=2)[CH:5]=[CH:4][N:3]=1.N1C=CC=CC=1.[I:22]I.S([O-])([O-])(=O)=S.[Na+].[Na+]. Product: [OH:1][C:2]1[C:11]2[C:6](=[CH:7][CH:8]=[C:9]([C:12]([O:14][CH3:15])=[O:13])[CH:10]=2)[C:5]([I:22])=[CH:4][N:3]=1. The catalyst class is: 389. (3) Reactant: [OH:1][C:2]1[CH:7]=[C:6]([O:8][CH3:9])[C:5]([CH2:10][CH2:11][OH:12])=[CH:4][C:3]=1[C:13](=[O:15])[CH3:14].[Br:16]Br. Product: [Br:16][CH2:14][C:13]([C:3]1[CH:4]=[C:5]([CH2:10][CH2:11][OH:12])[C:6]([O:8][CH3:9])=[CH:7][C:2]=1[OH:1])=[O:15]. The catalyst class is: 2. (4) Reactant: [Cl:1][C:2]1[N:7]=[C:6]([NH:8][C:9]2[CH:14]=[CH:13][C:12]([O:15][CH3:16])=[CH:11][CH:10]=2)[C:5]([NH2:17])=[CH:4][N:3]=1.[N:18](OCCCC)=O. Product: [Cl:1][C:2]1[N:3]=[CH:4][C:5]2[N:17]=[N:18][N:8]([C:9]3[CH:10]=[CH:11][C:12]([O:15][CH3:16])=[CH:13][CH:14]=3)[C:6]=2[N:7]=1. The catalyst class is: 10. (5) Reactant: [OH:1][CH2:2][CH:3]([CH3:42])[CH2:4][CH2:5][CH2:6][C:7]([CH3:41])=[CH:8][CH2:9][CH:10]([O:20][C:21](=[O:40])[CH2:22][C@H:23]([O:32][Si:33]([C:36]([CH3:39])([CH3:38])[CH3:37])([CH3:35])[CH3:34])[C:24]([CH3:31])([CH3:30])[C:25](=[O:29])[CH:26]([Br:28])[CH3:27])[C:11]([CH3:19])=[CH:12][C:13]1[N:14]=[C:15]([CH3:18])[S:16][CH:17]=1.CS(C)=O.C(N(CC)CC)C.N1C=CC=CC=1. Product: [CH3:41][C:7]([CH2:6][CH2:5][CH2:4][CH:3]([CH3:42])[CH:2]=[O:1])=[CH:8][CH2:9][CH:10]([O:20][C:21](=[O:40])[CH2:22][C@H:23]([O:32][Si:33]([C:36]([CH3:37])([CH3:38])[CH3:39])([CH3:35])[CH3:34])[C:24]([CH3:30])([CH3:31])[C:25](=[O:29])[CH:26]([Br:28])[CH3:27])[C:11]([CH3:19])=[CH:12][C:13]1[N:14]=[C:15]([CH3:18])[S:16][CH:17]=1. The catalyst class is: 343.